Dataset: Full USPTO retrosynthesis dataset with 1.9M reactions from patents (1976-2016). Task: Predict the reactants needed to synthesize the given product. Given the product [CH:1]1[CH:6]=[N:5][C:4]([N:7]2[CH2:12][CH2:11][N:10]([CH2:13][CH2:14][CH2:15][CH2:16][N:17]3[C:27](=[O:28])[CH:26]([OH:36])[C:21]4([CH2:22][CH2:23][CH2:24][CH2:25]4)[CH2:20][C:18]3=[O:19])[CH2:9][CH2:8]2)=[N:3][CH:2]=1, predict the reactants needed to synthesize it. The reactants are: [CH:1]1[CH:2]=[N:3][C:4]([N:7]2[CH2:12][CH2:11][N:10]([CH2:13][CH2:14][CH2:15][CH2:16][N:17]3[C:27](=[O:28])[CH2:26][C:21]4([CH2:25][CH2:24][CH2:23][CH2:22]4)[CH2:20][C:18]3=[O:19])[CH2:9][CH2:8]2)=[N:5][CH:6]=1.C1(S(N2C(C3C=CC=CC=3)O2)(=O)=[O:36])C=CC=CC=1.C(Cl)Cl.CO.[NH4+].[OH-].